Dataset: Forward reaction prediction with 1.9M reactions from USPTO patents (1976-2016). Task: Predict the product of the given reaction. (1) Given the reactants [CH2:1](OC1C=C(I)C=C(OCC)C=1OCC)C.[CH2:17]([O:19][C:20]1[CH:21]=[C:22]([CH:24]=[C:25]([O:30][CH2:31]C)[C:26]=1OCC)[NH2:23])C, predict the reaction product. The product is: [CH3:31][O:30][C:25]1[CH:24]=[C:22]([CH:21]=[C:20]([O:19][CH3:17])[C:26]=1[CH3:1])[NH2:23]. (2) Given the reactants Cl.Cl.[CH2:3]([CH:5]([CH2:22][CH3:23])[C:6]([NH:8][C:9]1[CH:14]=[CH:13][C:12]([N:15]2[CH2:20][CH2:19][NH:18][CH2:17][CH2:16]2)=[C:11]([F:21])[CH:10]=1)=[O:7])[CH3:4].[CH3:24][O:25][C:26](=[O:37])[CH:27](Br)[C:28]1[CH:33]=[CH:32][C:31]([C:34]#[N:35])=[CH:30][CH:29]=1.C([O-])([O-])=O.[K+].[K+], predict the reaction product. The product is: [CH3:24][O:25][C:26](=[O:37])[CH:27]([C:28]1[CH:33]=[CH:32][C:31]([C:34]#[N:35])=[CH:30][CH:29]=1)[N:18]1[CH2:17][CH2:16][N:15]([C:12]2[CH:13]=[CH:14][C:9]([NH:8][C:6](=[O:7])[CH:5]([CH2:3][CH3:4])[CH2:22][CH3:23])=[CH:10][C:11]=2[F:21])[CH2:20][CH2:19]1. (3) Given the reactants [CH3:1][O:2][C:3]1[CH:8]=[CH:7][C:6]([CH:9]2[CH2:13]OS(=O)(=O)[N:10]2[CH:16]([CH:24]([CH3:26])[CH3:25])[C:17]([O:19]C(C)(C)C)=[O:18])=[CH:5][CH:4]=1.[CH2:27]([NH2:34])[C:28]1[CH:33]=[CH:32][CH:31]=[CH:30][CH:29]=1.[C:35]([O-])([O-])=[O:36].[Cs+].[Cs+].C(Cl)(Cl)=O.Cl, predict the reaction product. The product is: [CH2:27]([N:34]1[CH2:13][CH:9]([C:6]2[CH:5]=[CH:4][C:3]([O:2][CH3:1])=[CH:8][CH:7]=2)[N:10]([CH:16]([CH:24]([CH3:25])[CH3:26])[C:17]([OH:19])=[O:18])[C:35]1=[O:36])[C:28]1[CH:33]=[CH:32][CH:31]=[CH:30][CH:29]=1. (4) Given the reactants [CH:1]([NH2:4])([CH3:3])[CH3:2].[Cl:5][C:6]1[CH:25]=[CH:24][C:23]([CH2:26][CH2:27][CH2:28]OS(C)(=O)=O)=[CH:22][C:7]=1[C:8]([NH:10][CH2:11][C:12]12[CH2:21][CH:16]3[CH2:17][CH:18]([CH2:20][CH:14]([CH2:15]3)[CH2:13]1)[CH2:19]2)=[O:9], predict the reaction product. The product is: [ClH:5].[Cl:5][C:6]1[CH:25]=[CH:24][C:23]([CH2:26][CH2:27][CH2:28][NH:4][CH:1]([CH3:3])[CH3:2])=[CH:22][C:7]=1[C:8]([NH:10][CH2:11][C:12]12[CH2:21][CH:16]3[CH2:17][CH:18]([CH2:20][CH:14]([CH2:15]3)[CH2:13]1)[CH2:19]2)=[O:9]. (5) Given the reactants [Cl:1][C:2]1[CH:8]=[CH:7][CH:6]=[CH:5][C:3]=1[NH2:4].Cl[C:10]1[C:19]2[C:14](=[C:15]([O:22][CH:23]3[CH2:27][CH2:26][CH2:25][CH2:24]3)[C:16]([O:20][CH3:21])=[CH:17][CH:18]=2)[O:13][C:12](=[O:28])[CH:11]=1, predict the reaction product. The product is: [Cl:1][C:2]1[CH:8]=[CH:7][CH:6]=[CH:5][C:3]=1[NH:4][C:10]1[C:19]2[C:14](=[C:15]([O:22][CH:23]3[CH2:27][CH2:26][CH2:25][CH2:24]3)[C:16]([O:20][CH3:21])=[CH:17][CH:18]=2)[O:13][C:12](=[O:28])[CH:11]=1.